This data is from Reaction yield outcomes from USPTO patents with 853,638 reactions. The task is: Predict the reaction yield, written as a fraction of the theoretical maximum amount of product (1.0 means a 100% yield; for example, 0.34 means a 34% yield). (1) The reactants are Cl[C:2]1[N:7]=[N:6][C:5]2[C:8]3[CH:16]=[CH:15][CH:14]=[CH:13][C:9]=3[CH2:10][CH2:11][CH2:12][C:4]=2[CH:3]=1.[NH2:17][NH2:18].O. The catalyst is C(O)C. The product is [NH:17]([C:2]1[N:7]=[N:6][C:5]2[C:8]3[CH:16]=[CH:15][CH:14]=[CH:13][C:9]=3[CH2:10][CH2:11][CH2:12][C:4]=2[CH:3]=1)[NH2:18]. The yield is 0.980. (2) The reactants are [NH2:1][C:2]1[S:3][CH:4]=[C:5]2[C:10]=1[C:9](=[O:11])[N:8]([C:12]1[CH:17]=[CH:16][C:15]([Cl:18])=[CH:14][CH:13]=1)[N:7]=[C:6]2[C:19]([O:21][CH2:22][CH3:23])=[O:20].[CH:24](O)(C)C. The catalyst is CC(C)[O-].[Ti+4].CC(C)[O-].CC(C)[O-].CC(C)[O-]. The product is [NH2:1][C:2]1[S:3][CH:4]=[C:5]2[C:10]=1[C:9](=[O:11])[N:8]([C:12]1[CH:13]=[CH:14][C:15]([Cl:18])=[CH:16][CH:17]=1)[N:7]=[C:6]2[C:19]([O:21][CH:22]([CH3:24])[CH3:23])=[O:20]. The yield is 0.770.